From a dataset of NCI-60 drug combinations with 297,098 pairs across 59 cell lines. Regression. Given two drug SMILES strings and cell line genomic features, predict the synergy score measuring deviation from expected non-interaction effect. Drug 1: CC(C)(C#N)C1=CC(=CC(=C1)CN2C=NC=N2)C(C)(C)C#N. Drug 2: C1CNP(=O)(OC1)N(CCCl)CCCl. Cell line: U251. Synergy scores: CSS=5.73, Synergy_ZIP=0.585, Synergy_Bliss=4.81, Synergy_Loewe=2.44, Synergy_HSA=1.57.